This data is from Full USPTO retrosynthesis dataset with 1.9M reactions from patents (1976-2016). The task is: Predict the reactants needed to synthesize the given product. Given the product [CH3:1][C:2]1([CH3:34])[CH2:6][N:5]([CH2:7][C:8]2[CH:9]=[CH:10][C:11]([C:14]([F:17])([F:16])[F:15])=[CH:12][CH:13]=2)[C@@H:4]([C:18]([NH:20][C:21]2([C:24]3[CH:25]=[CH:26][C:27]([C:28]([OH:30])=[O:29])=[CH:32][CH:33]=3)[CH2:22][CH2:23]2)=[O:19])[CH2:3]1, predict the reactants needed to synthesize it. The reactants are: [CH3:1][C:2]1([CH3:34])[CH2:6][N:5]([CH2:7][C:8]2[CH:13]=[CH:12][C:11]([C:14]([F:17])([F:16])[F:15])=[CH:10][CH:9]=2)[C@@H:4]([C:18]([NH:20][C:21]2([C:24]3[CH:33]=[CH:32][C:27]([C:28]([O:30]C)=[O:29])=[CH:26][CH:25]=3)[CH2:23][CH2:22]2)=[O:19])[CH2:3]1.O1CCOCC1.O[Li].O.